Task: Predict the product of the given reaction.. Dataset: Forward reaction prediction with 1.9M reactions from USPTO patents (1976-2016) (1) Given the reactants C([NH:9][C:10]1[O:11][C@H:12]([C:33]([F:36])([F:35])[F:34])[CH2:13][C@:14]([C:18]2[CH:19]=[C:20]([CH:29]=[CH:30][C:31]=2[F:32])[C:21]([NH:23][C@@H:24]([CH3:28])[CH2:25][O:26][CH3:27])=[O:22])([CH2:16][F:17])[N:15]=1)(=O)C1C=CC=CC=1.N12CCCN=C1CCCCC2, predict the reaction product. The product is: [NH2:9][C:10]1[O:11][C@H:12]([C:33]([F:36])([F:35])[F:34])[CH2:13][C@:14]([C:18]2[CH:19]=[C:20]([CH:29]=[CH:30][C:31]=2[F:32])[C:21]([NH:23][C@@H:24]([CH3:28])[CH2:25][O:26][CH3:27])=[O:22])([CH2:16][F:17])[N:15]=1. (2) The product is: [CH:17]1[C:18]2[CH:19]([CH2:21][O:22][C:23]([NH:25][C@@H:26]([CH2:30][NH:31][C:5]([CH:1]3[CH2:4][CH2:3][CH2:2]3)=[O:6])[C:27]([OH:29])=[O:28])=[O:24])[C:20]3[C:12](=[CH:11][CH:10]=[CH:9][CH:8]=3)[C:13]=2[CH:14]=[CH:15][CH:16]=1. Given the reactants [CH:1]1([C:5](Cl)=[O:6])[CH2:4][CH2:3][CH2:2]1.[CH:8]1[C:20]2[CH:19]([CH2:21][O:22][C:23]([NH:25][C@@H:26]([CH2:30][NH2:31])[C:27]([OH:29])=[O:28])=[O:24])[C:18]3[C:13](=[CH:14][CH:15]=[CH:16][CH:17]=3)[C:12]=2[CH:11]=[CH:10][CH:9]=1, predict the reaction product. (3) Given the reactants [F:1][C:2]1([F:14])[CH2:7][CH2:6][CH:5]([C:8](N(OC)C)=[O:9])[CH2:4][CH2:3]1.[C:15]1([Li])[CH:20]=[CH:19][CH:18]=[CH:17][CH:16]=1.Cl, predict the reaction product. The product is: [F:1][C:2]1([F:14])[CH2:7][CH2:6][CH:5]([C:8]([C:15]2[CH:20]=[CH:19][CH:18]=[CH:17][CH:16]=2)=[O:9])[CH2:4][CH2:3]1. (4) Given the reactants O[C:2]1[CH:17]=[C:16]([OH:18])[CH:15]=[CH:14][C:3]=1[C:4]([C:6]1[CH:11]=[CH:10][C:9]([OH:12])=[CH:8][C:7]=1[OH:13])=O.C([O-])(=O)C.[Na+].C(O)(=O)C(O)=O.[CH2:30]([NH:34][NH2:35])[CH2:31][CH2:32][CH3:33], predict the reaction product. The product is: [CH2:30]([N:34]1[C:2]2[C:3](=[CH:14][CH:15]=[C:16]([OH:18])[CH:17]=2)[C:4]([C:6]2[CH:11]=[CH:10][C:9]([OH:12])=[CH:8][C:7]=2[OH:13])=[N:35]1)[CH2:31][CH2:32][CH3:33].